From a dataset of Forward reaction prediction with 1.9M reactions from USPTO patents (1976-2016). Predict the product of the given reaction. (1) Given the reactants [CH:1](=[C:5]1[CH2:10][CH2:9][CH2:8][NH:7][C:6]1=[O:11])[CH2:2][CH2:3][CH3:4].CO, predict the reaction product. The product is: [CH2:1]([CH:5]1[CH2:10][CH2:9][CH2:8][NH:7][C:6]1=[O:11])[CH2:2][CH2:3][CH3:4]. (2) Given the reactants I[C:2]1[C:10]2[C:9]([NH2:11])=[N:8][CH:7]=[N:6][C:5]=2[NH:4][CH:3]=1.CI.[C:14](=O)([O-])[O-].[K+].[K+], predict the reaction product. The product is: [CH3:14][N:4]1[C:5]2[N:6]=[CH:7][N:8]=[C:9]([NH2:11])[C:10]=2[CH:2]=[CH:3]1.